Predict the product of the given reaction. From a dataset of Forward reaction prediction with 1.9M reactions from USPTO patents (1976-2016). (1) Given the reactants [CH3:1][N:2]1[CH:6]=[N:5][N:4]=[C:3]1[S:7][CH2:8][CH2:9][S:10][C:11]1[CH:16]=[CH:15][C:14]([N+:17]([O-])=O)=[CH:13][CH:12]=1.[Cl-].[Ca+2].[Cl-], predict the reaction product. The product is: [CH3:1][N:2]1[CH:6]=[N:5][N:4]=[C:3]1[S:7][CH2:8][CH2:9][S:10][C:11]1[CH:16]=[CH:15][C:14]([NH2:17])=[CH:13][CH:12]=1. (2) Given the reactants Cl[C:2]1[C:3]2[C:10]([C:11]3[CH:16]=[CH:15][CH:14]=[CH:13][CH:12]=3)=[CH:9][O:8][C:4]=2[N:5]=[CH:6][N:7]=1.[CH:17]([NH2:20])([CH3:19])[CH3:18], predict the reaction product. The product is: [CH:17]([NH:20][C:2]1[C:3]2[C:10]([C:11]3[CH:16]=[CH:15][CH:14]=[CH:13][CH:12]=3)=[CH:9][O:8][C:4]=2[N:5]=[CH:6][N:7]=1)([CH3:19])[CH3:18]. (3) Given the reactants [CH2:1]([PH:3](=[O:7])[O:4][CH2:5][CH3:6])[CH3:2].[CH2:8]=[O:9], predict the reaction product. The product is: [CH2:1]([P:3]([CH2:8][OH:9])(=[O:7])[O:4][CH2:5][CH3:6])[CH3:2]. (4) Given the reactants [F:1][C:2]1[CH:7]=[CH:6][C:5]([C:8]2[CH:16]=[C:15]3[C:11]([CH2:12][C:13](=[O:17])[NH:14]3)=[CH:10][CH:9]=2)=[CH:4][CH:3]=1.[Cl:18][C:19]1[CH:24]=[CH:23][C:22]([S:25]([C:28]2[C:29]([CH2:36][CH2:37][C:38]([OH:40])=[O:39])=[C:30]([CH:34]=O)[NH:31][C:32]=2[CH3:33])(=[O:27])=[O:26])=[CH:21][CH:20]=1.N1CCCCC1, predict the reaction product. The product is: [Cl:18][C:19]1[CH:20]=[CH:21][C:22]([S:25]([C:28]2[C:29]([CH2:36][CH2:37][C:38]([OH:40])=[O:39])=[C:30](/[CH:34]=[C:12]3\[C:13](=[O:17])[NH:14][C:15]4[C:11]\3=[CH:10][CH:9]=[C:8]([C:5]3[CH:4]=[CH:3][C:2]([F:1])=[CH:7][CH:6]=3)[CH:16]=4)[NH:31][C:32]=2[CH3:33])(=[O:26])=[O:27])=[CH:23][CH:24]=1.